Regression. Given a peptide amino acid sequence and an MHC pseudo amino acid sequence, predict their binding affinity value. This is MHC class II binding data. From a dataset of Peptide-MHC class II binding affinity with 134,281 pairs from IEDB. (1) The binding affinity (normalized) is 0.584. The peptide sequence is SHIMSVLDMGQGILH. The MHC is DRB1_0301 with pseudo-sequence DRB1_0301. (2) The peptide sequence is AGILARNLVPMVATV. The MHC is DRB1_0405 with pseudo-sequence DRB1_0405. The binding affinity (normalized) is 0.172. (3) The peptide sequence is LNFTGPCKGDSVTIK. The MHC is HLA-DQA10501-DQB10301 with pseudo-sequence HLA-DQA10501-DQB10301. The binding affinity (normalized) is 0.474.